From a dataset of Peptide-MHC class II binding affinity with 134,281 pairs from IEDB. Regression. Given a peptide amino acid sequence and an MHC pseudo amino acid sequence, predict their binding affinity value. This is MHC class II binding data. (1) The peptide sequence is LSDISLKLTSGKIAS. The MHC is DRB1_1201 with pseudo-sequence DRB1_1201. The binding affinity (normalized) is 0.489. (2) The peptide sequence is QAVLTATNFFGINTI. The MHC is HLA-DPA10201-DPB10101 with pseudo-sequence HLA-DPA10201-DPB10101. The binding affinity (normalized) is 0.182. (3) The peptide sequence is TAAVELARALVRAVA. The MHC is HLA-DQA10401-DQB10402 with pseudo-sequence HLA-DQA10401-DQB10402. The binding affinity (normalized) is 0.478. (4) The peptide sequence is CFHEFLSSKLNKFVS. The MHC is DRB1_0405 with pseudo-sequence DRB1_0405. The binding affinity (normalized) is 0.557. (5) The peptide sequence is YKANWIEIMRIKKLT. The MHC is DRB3_0202 with pseudo-sequence DRB3_0202. The binding affinity (normalized) is 0.400. (6) The peptide sequence is NKIVRMYSPISI. The MHC is DRB4_0101 with pseudo-sequence DRB4_0103. The binding affinity (normalized) is 0.599. (7) The peptide sequence is KKCDESVLTRLEAWLTE. The binding affinity (normalized) is 0.322. The MHC is HLA-DQA10501-DQB10402 with pseudo-sequence HLA-DQA10501-DQB10402. (8) The MHC is H-2-IAd with pseudo-sequence H-2-IAd. The binding affinity (normalized) is 0.477. The peptide sequence is KMIGGIGGFIKVRQYDQITI. (9) The peptide sequence is WVAMTKGEGG. The MHC is DRB1_1101 with pseudo-sequence DRB1_1101. The binding affinity (normalized) is 0.622. (10) The peptide sequence is ESATILMTATPPGTS. The MHC is DRB1_1101 with pseudo-sequence DRB1_1101. The binding affinity (normalized) is 0.756.